From a dataset of Forward reaction prediction with 1.9M reactions from USPTO patents (1976-2016). Predict the product of the given reaction. (1) Given the reactants C(Cl)(Cl)[Cl:2].[F:5][C:6]1[CH:15]=[C:14]2[C:9]([N:10]=[CH:11][C:12](=[O:36])[N:13]2[CH2:16][CH2:17][N:18]2[CH2:23][CH2:22][CH:21]([NH:24][CH2:25][C:26]3[CH:35]=[CH:34][C:33]4[C:28](=[CH:29][CH:30]=[CH:31][CH:32]=4)[CH:27]=3)[CH2:20][CH2:19]2)=[CH:8][CH:7]=1.Cl.C(OCC)(=O)C, predict the reaction product. The product is: [ClH:2].[F:5][C:6]1[CH:15]=[C:14]2[C:9]([N:10]=[CH:11][C:12](=[O:36])[N:13]2[CH2:16][CH2:17][N:18]2[CH2:23][CH2:22][CH:21]([NH:24][CH2:25][C:26]3[CH:35]=[CH:34][C:33]4[C:28](=[CH:29][CH:30]=[CH:31][CH:32]=4)[CH:27]=3)[CH2:20][CH2:19]2)=[CH:8][CH:7]=1. (2) Given the reactants [F:1][C:2]1[N:7]=[C:6]([C:8]2[N:9]([CH2:13][C:14]3[N:19]=[N:18][C:17]([C:20](=O)[CH3:21])=[CH:16][C:15]=3[CH2:23][CH2:24][CH3:25])[CH:10]=[CH:11][N:12]=2)[CH:5]=[CH:4][CH:3]=1.C(O)=O.O.[OH-].[Na+].[CH:32]([NH2:34])=[O:33], predict the reaction product. The product is: [F:1][C:2]1[N:7]=[C:6]([C:8]2[N:9]([CH2:13][C:14]3[N:19]=[N:18][C:17]([CH2:20][CH2:21][C:32]([NH2:34])=[O:33])=[CH:16][C:15]=3[CH2:23][CH2:24][CH3:25])[CH:10]=[CH:11][N:12]=2)[CH:5]=[CH:4][CH:3]=1. (3) Given the reactants [Cl:1][C:2]1[C:3]2[C:10]([C:11]3[CH:16]=[CH:15][CH:14]=[C:13]([Cl:17])[C:12]=3[CH3:18])=[C:9](I)[S:8][C:4]=2[N:5]=[CH:6][N:7]=1.[CH3:20][C:21]1(C)C(C)(C)OB(C=C)O1.CC1OCCC1, predict the reaction product. The product is: [Cl:1][C:2]1[C:3]2[C:10]([C:11]3[CH:16]=[CH:15][CH:14]=[C:13]([Cl:17])[C:12]=3[CH3:18])=[C:9]([CH:20]=[CH2:21])[S:8][C:4]=2[N:5]=[CH:6][N:7]=1. (4) Given the reactants [NH2:1][C:2]1[N:9]=[C:8]([C:10]2[CH:15]=[CH:14][CH:13]=[CH:12][CH:11]=2)[CH:7]=[C:6]([C:16]2[CH:21]=[CH:20][C:19]([Cl:22])=[CH:18][C:17]=2[Cl:23])[C:3]=1[C:4]#[N:5].[H-].[H-].[H-].[H-].[Li+].[Al+3].O.C(OCC)(=O)C, predict the reaction product. The product is: [NH2:5][CH2:4][C:3]1[C:2]([NH2:1])=[N:9][C:8]([C:10]2[CH:15]=[CH:14][CH:13]=[CH:12][CH:11]=2)=[CH:7][C:6]=1[C:16]1[CH:21]=[CH:20][C:19]([Cl:22])=[CH:18][C:17]=1[Cl:23]. (5) Given the reactants [C:1]([NH2:5])([CH3:4])([CH3:3])[CH3:2].[Cl:6][C:7]1[CH:15]=[C:14]([F:16])[C:13]([S:17](Cl)(=[O:19])=[O:18])=[CH:12][C:8]=1[C:9]([OH:11])=[O:10], predict the reaction product. The product is: [Cl:6][C:7]1[CH:15]=[C:14]([F:16])[C:13]([S:17]([NH:5][C:1]([CH3:4])([CH3:3])[CH3:2])(=[O:19])=[O:18])=[CH:12][C:8]=1[C:9]([OH:11])=[O:10]. (6) The product is: [CH2:65]([O:44][C:24]1[C:20]2[CH2:21][CH:22]=[CH:23][C:14]3[C:15](=[CH:16][C:17]4[CH:18]=[C:10]([CH2:9][O:8][Si:1]([C:4]([CH3:7])([CH3:5])[CH3:6])([CH3:2])[CH3:3])[N:11]([CH3:45])[C:12]=4[CH:13]=3)[C:19]=2[N:27]([CH2:28][C:29]2[CH:34]=[CH:33][C:32]([O:35][CH3:36])=[CH:31][C:30]=2[O:37][CH3:38])[C:26](=[O:39])[C:25]=1[C:40]([O:42][CH3:43])=[O:41])[C:66]1[CH:71]=[CH:70][CH:69]=[CH:68][CH:67]=1. Given the reactants [Si:1]([O:8][CH2:9][C:10]1[N:11]([CH3:45])[C:12]2[CH:13]=[C:14]3[CH:23]=[CH:22][CH2:21][C:20]4[C:24]([OH:44])=[C:25]([C:40]([O:42][CH3:43])=[O:41])[C:26](=[O:39])[N:27]([CH2:28][C:29]5[CH:34]=[CH:33][C:32]([O:35][CH3:36])=[CH:31][C:30]=5[O:37][CH3:38])[C:19]=4[C:15]3=[CH:16][C:17]=2[CH:18]=1)([C:4]([CH3:7])([CH3:6])[CH3:5])([CH3:3])[CH3:2].C1C=CC(P(C2C=CC=CC=2)C2C=CC=CC=2)=CC=1.[CH2:65](O)[C:66]1[CH:71]=[CH:70][CH:69]=[CH:68][CH:67]=1.CC(OC(/N=N/C(OC(C)C)=O)=O)C, predict the reaction product. (7) Given the reactants [NH2:1][C:2]1[S:3][C:4]([C:10]2[C:15]([F:16])=[CH:14][C:13]([C:17]([OH:20])([CH3:19])[CH3:18])=[CH:12][C:11]=2[F:21])=[CH:5][C:6]=1[C:7]([NH2:9])=[O:8].Cl[C:23]1[N:28]=[C:27]([F:29])[C:26]([CH2:30][N:31]2[CH2:36][CH2:35][S:34](=[O:38])(=[O:37])[CH2:33][CH2:32]2)=[CH:25][CH:24]=1, predict the reaction product. The product is: [F:16][C:15]1[CH:14]=[C:13]([C:17]([OH:20])([CH3:18])[CH3:19])[CH:12]=[C:11]([F:21])[C:10]=1[C:4]1[S:3][C:2]([NH:1][C:23]2[CH:24]=[CH:25][C:26]([CH2:30][N:31]3[CH2:32][CH2:33][S:34](=[O:38])(=[O:37])[CH2:35][CH2:36]3)=[C:27]([F:29])[N:28]=2)=[C:6]([C:7]([NH2:9])=[O:8])[CH:5]=1. (8) Given the reactants N(C(OC(C)(C)C)=O)[C@H:2]([C:5]([OH:7])=[O:6])[CH2:3][OH:4].[C:15](O)([C:17](F)(F)F)=O.[C:22]([O-])(=O)[CH3:23].[Na+].N([O-])=[O:28].[Na+].[CH3:31][C:32]([CH3:34])=O, predict the reaction product. The product is: [CH2:31]([O:4][CH2:3][C@H:2]([OH:28])[C:5]([OH:7])=[O:6])[C:32]1[CH:34]=[CH:17][CH:15]=[CH:23][CH:22]=1.